This data is from Catalyst prediction with 721,799 reactions and 888 catalyst types from USPTO. The task is: Predict which catalyst facilitates the given reaction. (1) Reactant: Br[C:2]1[CH:7]=[CH:6][CH:5]=[CH:4][C:3]=1[C:8]([F:11])([F:10])[F:9].CN(CCN(C)C)C.C([Li])(C)(C)C.CON(C)[C:28]([CH:30]1[CH2:33][N:32]([C:34]([O:36][C:37]([CH3:40])([CH3:39])[CH3:38])=[O:35])[CH2:31]1)=[O:29]. Product: [F:9][C:8]([F:11])([F:10])[C:3]1[CH:4]=[CH:5][CH:6]=[CH:7][C:2]=1[C:28]([CH:30]1[CH2:33][N:32]([C:34]([O:36][C:37]([CH3:40])([CH3:39])[CH3:38])=[O:35])[CH2:31]1)=[O:29]. The catalyst class is: 1. (2) Reactant: [F:1][C:2]1[CH:22]=[CH:21][CH:20]=[C:19]([F:23])[C:3]=1[CH2:4][O:5][C:6]1[C:7]2[N:8]([C:12]([C:16](O)=[O:17])=[C:13]([CH3:15])[N:14]=2)[CH:9]=[CH:10][CH:11]=1.F[B-](F)(F)F.N1(O[C+](N(C)C)N(C)C)C2C=CC=CC=2N=N1.CN1CCOCC1.[NH2:53][C:54]1([CH2:58][OH:59])[CH2:57][CH2:56][CH2:55]1. Product: [F:23][C:19]1[CH:20]=[CH:21][CH:22]=[C:2]([F:1])[C:3]=1[CH2:4][O:5][C:6]1[C:7]2[N:8]([C:12]([C:16]([NH:53][C:54]3([CH2:58][OH:59])[CH2:57][CH2:56][CH2:55]3)=[O:17])=[C:13]([CH3:15])[N:14]=2)[CH:9]=[CH:10][CH:11]=1. The catalyst class is: 18.